This data is from NCI-60 drug combinations with 297,098 pairs across 59 cell lines. The task is: Regression. Given two drug SMILES strings and cell line genomic features, predict the synergy score measuring deviation from expected non-interaction effect. (1) Drug 1: CCN(CC)CCNC(=O)C1=C(NC(=C1C)C=C2C3=C(C=CC(=C3)F)NC2=O)C. Drug 2: CCC1(C2=C(COC1=O)C(=O)N3CC4=CC5=C(C=CC(=C5CN(C)C)O)N=C4C3=C2)O.Cl. Cell line: NCI-H322M. Synergy scores: CSS=-4.05, Synergy_ZIP=-0.116, Synergy_Bliss=-3.19, Synergy_Loewe=-11.2, Synergy_HSA=-6.21. (2) Drug 1: C1CCC(CC1)NC(=O)N(CCCl)N=O. Drug 2: C1=NC2=C(N1)C(=S)N=CN2. Cell line: MDA-MB-231. Synergy scores: CSS=12.0, Synergy_ZIP=-16.8, Synergy_Bliss=-29.4, Synergy_Loewe=-50.3, Synergy_HSA=-27.5. (3) Drug 1: COC1=CC(=CC(=C1O)OC)C2C3C(COC3=O)C(C4=CC5=C(C=C24)OCO5)OC6C(C(C7C(O6)COC(O7)C8=CC=CS8)O)O. Drug 2: CC1=C(C(=CC=C1)Cl)NC(=O)C2=CN=C(S2)NC3=CC(=NC(=N3)C)N4CCN(CC4)CCO. Cell line: T-47D. Synergy scores: CSS=39.7, Synergy_ZIP=-6.75, Synergy_Bliss=2.99, Synergy_Loewe=3.64, Synergy_HSA=4.69. (4) Drug 1: COC1=NC(=NC2=C1N=CN2C3C(C(C(O3)CO)O)O)N. Drug 2: B(C(CC(C)C)NC(=O)C(CC1=CC=CC=C1)NC(=O)C2=NC=CN=C2)(O)O. Cell line: OVCAR-4. Synergy scores: CSS=47.5, Synergy_ZIP=1.05, Synergy_Bliss=-0.0400, Synergy_Loewe=-55.3, Synergy_HSA=-2.09. (5) Drug 1: C1=CC(=CC=C1CCC2=CNC3=C2C(=O)NC(=N3)N)C(=O)NC(CCC(=O)O)C(=O)O. Drug 2: CC(C)NC(=O)C1=CC=C(C=C1)CNNC.Cl. Cell line: SK-MEL-28. Synergy scores: CSS=2.21, Synergy_ZIP=3.26, Synergy_Bliss=5.23, Synergy_Loewe=-12.9, Synergy_HSA=-0.599. (6) Drug 1: CC1=CC=C(C=C1)C2=CC(=NN2C3=CC=C(C=C3)S(=O)(=O)N)C(F)(F)F. Drug 2: C1CN(CCN1C(=O)CCBr)C(=O)CCBr. Cell line: HT29. Synergy scores: CSS=7.85, Synergy_ZIP=0.385, Synergy_Bliss=7.60, Synergy_Loewe=4.60, Synergy_HSA=6.65. (7) Drug 1: CC1C(C(CC(O1)OC2CC(CC3=C2C(=C4C(=C3O)C(=O)C5=C(C4=O)C(=CC=C5)OC)O)(C(=O)C)O)N)O.Cl. Cell line: UO-31. Drug 2: CCC1(CC2CC(C3=C(CCN(C2)C1)C4=CC=CC=C4N3)(C5=C(C=C6C(=C5)C78CCN9C7C(C=CC9)(C(C(C8N6C)(C(=O)OC)O)OC(=O)C)CC)OC)C(=O)OC)O.OS(=O)(=O)O. Synergy scores: CSS=10.8, Synergy_ZIP=-4.53, Synergy_Bliss=-2.04, Synergy_Loewe=0.282, Synergy_HSA=0.505. (8) Drug 1: CS(=O)(=O)CCNCC1=CC=C(O1)C2=CC3=C(C=C2)N=CN=C3NC4=CC(=C(C=C4)OCC5=CC(=CC=C5)F)Cl. Drug 2: CC1CCCC2(C(O2)CC(NC(=O)CC(C(C(=O)C(C1O)C)(C)C)O)C(=CC3=CSC(=N3)C)C)C. Cell line: SK-MEL-28. Synergy scores: CSS=34.5, Synergy_ZIP=4.76, Synergy_Bliss=5.02, Synergy_Loewe=-5.59, Synergy_HSA=5.17. (9) Drug 1: CS(=O)(=O)OCCCCOS(=O)(=O)C. Drug 2: CC1=C(C(=O)C2=C(C1=O)N3CC4C(C3(C2COC(=O)N)OC)N4)N. Cell line: KM12. Synergy scores: CSS=35.0, Synergy_ZIP=-8.19, Synergy_Bliss=-5.69, Synergy_Loewe=-3.65, Synergy_HSA=-1.15. (10) Drug 1: C1CCC(C1)C(CC#N)N2C=C(C=N2)C3=C4C=CNC4=NC=N3. Drug 2: CCC1(C2=C(COC1=O)C(=O)N3CC4=CC5=C(C=CC(=C5CN(C)C)O)N=C4C3=C2)O.Cl. Cell line: EKVX. Synergy scores: CSS=2.20, Synergy_ZIP=-2.05, Synergy_Bliss=-3.37, Synergy_Loewe=-1.73, Synergy_HSA=-2.71.